Predict which catalyst facilitates the given reaction. From a dataset of Catalyst prediction with 721,799 reactions and 888 catalyst types from USPTO. (1) Reactant: [CH3:1][N:2]([CH3:5])[CH:3]=O.[NH2:6][C:7]1[CH:12]=[CH:11][C:10]([O:13][CH3:14])=[CH:9][C:8]=1[S:15]([OH:18])(=O)=[O:16].S(Cl)([Cl:21])=O. Product: [Cl-:21].[Cl:21][S:15]([C:8]1[CH:9]=[C:10]([O:13][CH3:14])[CH:11]=[CH:12][C:7]=1[NH:6][CH:3]=[N+:2]([CH3:5])[CH3:1])(=[O:18])=[O:16]. The catalyst class is: 11. (2) Reactant: [CH:1]1[CH:6]=N[CH:4]=[C:3]([C:7]([OH:9])=O)[CH:2]=1.[CH3:10]N1CCOCC1.CCN=C=NCCCN(C)C.Cl.[CH3:29][O:30][C:31](=[O:40])[C@H:32]([CH2:34][CH2:35][C:36]([O:38][CH3:39])=[O:37])[NH2:33]. Product: [CH3:29][O:30][C:31](=[O:40])[C:32]([NH2:33])([C:7](=[O:9])[C:3]1[CH:2]=[CH:1][CH:6]=[CH:10][CH:4]=1)[CH2:34][CH2:35][C:36]([O:38][CH3:39])=[O:37]. The catalyst class is: 2. (3) Reactant: [Br-:1].[Si]([O:9][CH:10]([C:39]1[CH:44]=[CH:43][C:42]([F:45])=[CH:41][CH:40]=1)[CH2:11][CH2:12][CH:13]1[C:16](=[O:17])[N:15]([C:18]2[CH:23]=[CH:22][C:21]([F:24])=[CH:20][CH:19]=2)[CH:14]1[C:25]1[CH:38]=[CH:37][C:28]([O:29][CH2:30][CH2:31][CH2:32][N+:33]([CH3:36])([CH3:35])[CH3:34])=[CH:27][CH:26]=1)(C(C)(C)C)(C)C.Cl.C(=O)(O)[O-].[Na+]. Product: [Br-:1].[F:24][C:21]1[CH:20]=[CH:19][C:18]([N:15]2[C:16](=[O:17])[CH:13]([CH2:12][CH2:11][CH:10]([C:39]3[CH:44]=[CH:43][C:42]([F:45])=[CH:41][CH:40]=3)[OH:9])[CH:14]2[C:25]2[CH:26]=[CH:27][C:28]([O:29][CH2:30][CH2:31][CH2:32][N+:33]([CH3:34])([CH3:36])[CH3:35])=[CH:37][CH:38]=2)=[CH:23][CH:22]=1. The catalyst class is: 5. (4) Reactant: Br[C:2]1[CH:7]=[CH:6][N:5]2[N:8]=[N:9][C:10]([CH3:11])=[C:4]2[CH:3]=1.C(Cl)Cl.[B:15]1(B2OC(C)(C)C(C)(C)O2)[O:19]C(C)(C)C(C)(C)[O:16]1.CC([O-])=O.[K+]. Product: [CH3:11][C:10]1[N:9]=[N:8][N:5]2[CH:6]=[CH:7][C:2]([B:15]([OH:19])[OH:16])=[CH:3][C:4]=12. The catalyst class is: 294. (5) Product: [O:32]=[C:9]1[N:8]([CH2:33][CH2:34][CH3:35])[C:7]([O:6][CH2:5][C:4]([OH:36])=[O:3])=[N:15][C:14]2[N:13]=[C:12]([C:16]3[CH:17]=[N:18][N:19]([CH2:21][C:22]4[CH:27]=[CH:26][CH:25]=[C:24]([C:28]([F:31])([F:30])[F:29])[CH:23]=4)[CH:20]=3)[NH:11][C:10]1=2. Reactant: C([O:3][C:4](=[O:36])[CH2:5][O:6][C:7]1[N:8]([CH2:33][CH2:34][CH3:35])[C:9](=[O:32])[C:10]2[NH:11][C:12]([C:16]3[CH:17]=[N:18][N:19]([CH2:21][C:22]4[CH:27]=[CH:26][CH:25]=[C:24]([C:28]([F:31])([F:30])[F:29])[CH:23]=4)[CH:20]=3)=[N:13][C:14]=2[N:15]=1)C.[Li+].[OH-]. The catalyst class is: 87. (6) Reactant: N(CC)CC.S([O-])([O-])(=O)=O.C1C2C(COC([N:28]3[CH2:33][CH2:32][CH:31]([C:34]4[O:38][N:37]=[C:36]([C@@H:39]5[CH2:45][CH2:44][C@@H:43]6[CH2:46][N:40]5[C:41](=[O:52])[N:42]6[O:47][S:48]([OH:51])(=[O:50])=[O:49])[N:35]=4)[CH2:30][CH2:29]3)=O)C3C(=CC=CC=3)C=2C=CC=1.C([N+](CCCC)(CCCC)CCCC)CCC.C([N+](CCCC)(CCCC)CCCC)CCC. Product: [S:48]([OH:51])([O:47][N:42]1[C:41](=[O:52])[N:40]2[CH2:46][C@H:43]1[CH2:44][CH2:45][C@H:39]2[C:36]1[N:35]=[C:34]([CH:31]2[CH2:32][CH2:33][NH:28][CH2:29][CH2:30]2)[O:38][N:37]=1)(=[O:49])=[O:50]. The catalyst class is: 2.